Task: Predict the product of the given reaction.. Dataset: Forward reaction prediction with 1.9M reactions from USPTO patents (1976-2016) (1) Given the reactants Cl[C:2]1[N:7]=[C:6]([NH:8][C:9]2[S:10][C:11]3[CH:17]=[C:16]([O:18][CH2:19][CH3:20])[CH:15]=[CH:14][C:12]=3[N:13]=2)[CH:5]=[C:4]([C:21]([F:30])([F:29])[C:22]2[CH:27]=[CH:26][C:25]([F:28])=[CH:24][CH:23]=2)[N:3]=1.[NH2:31][C:32]1[CH:37]=[CH:36][C:35]([S:38]([NH:41][C:42](=[O:44])[CH3:43])(=[O:40])=[O:39])=[CH:34][CH:33]=1.O.C1(C)C=CC(S(O)(=O)=O)=CC=1, predict the reaction product. The product is: [F:29][C:21]([F:30])([C:22]1[CH:27]=[CH:26][C:25]([F:28])=[CH:24][CH:23]=1)[C:4]1[CH:5]=[C:6]([NH:8][C:9]2[S:10][C:11]3[CH:17]=[C:16]([O:18][CH2:19][CH3:20])[CH:15]=[CH:14][C:12]=3[N:13]=2)[N:7]=[C:2]([NH:31][C:32]2[CH:37]=[CH:36][C:35]([S:38]([NH:41][C:42](=[O:44])[CH3:43])(=[O:40])=[O:39])=[CH:34][CH:33]=2)[N:3]=1. (2) Given the reactants [CH3:1][O:2][C:3]1[CH:8]=[C:7]([O:9][CH3:10])[CH:6]=[CH:5][C:4]=1[CH:11]=[CH:12][C:13]([C:15]1[C:16](=[O:23])[O:17][C:18]([CH3:22])=[CH:19][C:20]=1[OH:21])=O.[NH2:24][CH2:25][CH2:26][SH:27].CCCCCC.C(OCC)(=O)C.C(Cl)Cl.C(OCC)(=O)C.CC(C)=O, predict the reaction product. The product is: [CH3:1][O:2][C:3]1[CH:8]=[C:7]([O:9][CH3:10])[CH:6]=[CH:5][C:4]=1[CH:11]1[S:27][CH2:26][CH2:25][N:24]=[C:13]([C:15]2[C:16](=[O:23])[O:17][C:18]([CH3:22])=[CH:19][C:20]=2[OH:21])[CH2:12]1.